This data is from Reaction yield outcomes from USPTO patents with 853,638 reactions. The task is: Predict the reaction yield, written as a fraction of the theoretical maximum amount of product (1.0 means a 100% yield; for example, 0.34 means a 34% yield). The reactants are [CH3:1][O:2][C:3](=[O:23])[C:4]([C:16]1[CH:21]=[CH:20][C:19]([OH:22])=[CH:18][CH:17]=1)=[CH:5][C:6]1[CH:11]=[C:10]([O:12][CH3:13])[CH:9]=[C:8]([O:14][CH3:15])[CH:7]=1. The yield is 1.00. The product is [CH3:1][O:2][C:3](=[O:23])[CH:4]([C:16]1[CH:17]=[CH:18][C:19]([OH:22])=[CH:20][CH:21]=1)[CH2:5][C:6]1[CH:7]=[C:8]([O:14][CH3:15])[CH:9]=[C:10]([O:12][CH3:13])[CH:11]=1. The catalyst is C(O)C.